This data is from Forward reaction prediction with 1.9M reactions from USPTO patents (1976-2016). The task is: Predict the product of the given reaction. (1) Given the reactants Cl.[CH2:2]([N:4]1[C:8]2[CH:9]=[CH:10][C:11]([C:13]#[C:14][CH2:15][CH:16]([OH:18])[CH3:17])=[CH:12][C:7]=2[N:6]=[C:5]1[CH2:19][N:20]1[CH:24]=[CH:23][N:22]=[C:21]1[C:25]1[S:26][CH:27]=[CH:28][N:29]=1)[CH3:3].C([O-])(O)=[O:31].[Na+], predict the reaction product. The product is: [CH2:2]([N:4]1[C:8]2[CH:9]=[CH:10][C:11]([C:13](=[O:31])[CH2:14][CH2:15][CH:16]([OH:18])[CH3:17])=[CH:12][C:7]=2[N:6]=[C:5]1[CH2:19][N:20]1[CH:24]=[CH:23][N:22]=[C:21]1[C:25]1[S:26][CH:27]=[CH:28][N:29]=1)[CH3:3]. (2) The product is: [Cl:15][C:16]1[N:20]2[CH:21]=[C:22]([C:29]3[CH:33]=[CH:32][O:31][CH:30]=3)[CH:23]=[C:24]([C:25]([F:27])([F:26])[F:28])[C:19]2=[N:18][C:17]=1[C:34]([N:12]1[CH2:11][CH2:10][CH:9]([C:4]2[CH:5]=[CH:6][CH:7]=[CH:8][C:3]=2[F:2])[CH2:14][CH2:13]1)=[O:35]. Given the reactants Cl.[F:2][C:3]1[CH:8]=[CH:7][CH:6]=[CH:5][C:4]=1[CH:9]1[CH2:14][CH2:13][NH:12][CH2:11][CH2:10]1.[Cl:15][C:16]1[N:20]2[CH:21]=[C:22]([C:29]3[CH:33]=[CH:32][O:31][CH:30]=3)[CH:23]=[C:24]([C:25]([F:28])([F:27])[F:26])[C:19]2=[N:18][C:17]=1[C:34](O)=[O:35].CN(C(ON1N=NC2C=CC=NC1=2)=[N+](C)C)C.F[P-](F)(F)(F)(F)F.CCN(C(C)C)C(C)C.C([O-])(O)=O.[Na+], predict the reaction product. (3) Given the reactants Br[C:2]1[CH:7]=[CH:6][C:5]([CH2:8][N:9]2[C:14](=[O:15])[C:13]([C:16]([NH:18][CH2:19][C:20]([OH:22])=[O:21])=[O:17])=[C:12]([OH:23])[C:11]([CH:24]([CH3:26])[CH3:25])=[N:10]2)=[C:4]([F:27])[CH:3]=1.[CH3:28][S:29][C:30]1[CH:35]=[CH:34][C:33](B(O)O)=[CH:32][CH:31]=1.C(=O)([O-])[O-].[K+].[K+].Cl, predict the reaction product. The product is: [F:27][C:4]1[CH:3]=[C:2]([C:33]2[CH:34]=[CH:35][C:30]([S:29][CH3:28])=[CH:31][CH:32]=2)[CH:7]=[CH:6][C:5]=1[CH2:8][N:9]1[C:14](=[O:15])[C:13]([C:16]([NH:18][CH2:19][C:20]([OH:22])=[O:21])=[O:17])=[C:12]([OH:23])[C:11]([CH:24]([CH3:26])[CH3:25])=[N:10]1. (4) Given the reactants [F:1][C:2]1[CH:9]=[CH:8][C:7]([I:10])=[CH:6][C:3]=1[CH:4]=O.Cl.[NH2:12][OH:13].[OH-].[Na+].Cl, predict the reaction product. The product is: [F:1][C:2]1[CH:9]=[CH:8][C:7]([I:10])=[CH:6][C:3]=1[CH:4]=[N:12][OH:13].